From a dataset of Reaction yield outcomes from USPTO patents with 853,638 reactions. Predict the reaction yield, written as a fraction of the theoretical maximum amount of product (1.0 means a 100% yield; for example, 0.34 means a 34% yield). The reactants are [Br:1][C:2]1[CH:3]=[C:4]([F:16])[C:5]([O:14][CH3:15])=[C:6]([NH:8][C:9](=[O:13])[CH:10]=NO)[CH:7]=1.S(=O)(=O)(O)[OH:18]. The catalyst is O. The product is [Br:1][C:2]1[CH:3]=[C:4]([F:16])[C:5]([O:14][CH3:15])=[C:6]2[C:7]=1[C:10](=[O:18])[C:9](=[O:13])[NH:8]2. The yield is 0.990.